This data is from Peptide-MHC class I binding affinity with 185,985 pairs from IEDB/IMGT. The task is: Regression. Given a peptide amino acid sequence and an MHC pseudo amino acid sequence, predict their binding affinity value. This is MHC class I binding data. (1) The binding affinity (normalized) is 0.338. The MHC is HLA-A02:01 with pseudo-sequence HLA-A02:01. The peptide sequence is TSAVLLLLVV. (2) The peptide sequence is HIGPGRAFY. The MHC is Patr-B0101 with pseudo-sequence Patr-B0101. The binding affinity (normalized) is 0. (3) The peptide sequence is ERYLKDQQL. The MHC is HLA-B44:03 with pseudo-sequence HLA-B44:03. The binding affinity (normalized) is 0.